Binary Classification. Given a drug SMILES string, predict its activity (active/inactive) in a high-throughput screening assay against a specified biological target. From a dataset of HIV replication inhibition screening data with 41,000+ compounds from the AIDS Antiviral Screen. (1) The molecule is N#CC(Nc1cccc(C(F)(F)F)c1)c1ccccc1C(F)(F)F. The result is 0 (inactive). (2) The molecule is F[P-](F)(F)(F)(F)F.c1ccc(C[S+]2CCCC2)cc1. The result is 0 (inactive).